Dataset: Catalyst prediction with 721,799 reactions and 888 catalyst types from USPTO. Task: Predict which catalyst facilitates the given reaction. (1) Reactant: [CH3:1][N:2]1[C:6]([CH3:7])=[C:5]([N:8]=O)[C:4](=[O:10])[N:3]1[C:11]1[CH:16]=[CH:15][CH:14]=[CH:13][CH:12]=1.[CH3:17][C:18]1[CH:23]=[CH:22][C:21]([NH2:24])=[CH:20][C:19]=1[NH2:25].[Cl:26]([O-:30])(=[O:29])(=[O:28])=[O:27].[Na+]. Product: [Cl:26]([O-:30])(=[O:29])(=[O:28])=[O:27].[NH2:24][C:21]1/[C:22](=[N:8]/[C:5]2[C:4](=[O:10])[N:3]([C:11]3[CH:16]=[CH:15][CH:14]=[CH:13][CH:12]=3)[N:2]([CH3:1])[C:6]=2[CH3:7])/[CH:23]=[C:18]([CH3:17])[C:19](=[NH2+:25])[CH:20]=1. The catalyst class is: 86. (2) Reactant: C(O[C:4](=[O:20])[NH:5][C:6]1[CH:11]=[C:10]([C:12]2[CH:17]=[CH:16][CH:15]=[CH:14][C:13]=2[O:18][CH3:19])[N:9]=[CH:8][N:7]=1)C.[C:21]([O:25][C:26]([N:28]1[CH2:33][CH2:32][CH2:31][CH:30]([NH2:34])[CH2:29]1)=[O:27])([CH3:24])([CH3:23])[CH3:22].C1(C)C=CC=CC=1. Product: [C:21]([O:25][C:26]([N:28]1[CH2:33][CH2:32][CH2:31][CH:30]([NH:34][C:4]([NH:5][C:6]2[CH:11]=[C:10]([C:12]3[CH:17]=[CH:16][CH:15]=[CH:14][C:13]=3[O:18][CH3:19])[N:9]=[CH:8][N:7]=2)=[O:20])[CH2:29]1)=[O:27])([CH3:24])([CH3:22])[CH3:23]. The catalyst class is: 6. (3) Product: [N+:1]([C:4]1[C:13]([NH2:14])=[CH:12][C:7]2[O:8][CH2:9][CH2:10][O:11][C:6]=2[CH:5]=1)([O-:3])=[O:2]. The catalyst class is: 770. Reactant: [N+:1]([C:4]1[C:13]([N+:14]([O-])=O)=[CH:12][C:7]2[O:8][CH2:9][CH2:10][O:11][C:6]=2[CH:5]=1)([O-:3])=[O:2]. (4) Reactant: [CH2:1]([N:8]1[CH:13]=[C:12]([CH2:14][C:15]2[CH:20]=[CH:19][CH:18]=[CH:17][CH:16]=2)[C:11](=[O:21])[C:10]([C:22](=[O:30])[CH:23]=[C:24]([OH:29])[C:25]([O:27]C)=[O:26])=[CH:9]1)[C:2]1[CH:7]=[CH:6][CH:5]=[CH:4][CH:3]=1.[OH-].[Na+]. Product: [CH2:1]([N:8]1[CH:13]=[C:12]([CH2:14][C:15]2[CH:16]=[CH:17][CH:18]=[CH:19][CH:20]=2)[C:11](=[O:21])[C:10]([C:22](=[O:30])[CH:23]=[C:24]([OH:29])[C:25]([OH:27])=[O:26])=[CH:9]1)[C:2]1[CH:7]=[CH:6][CH:5]=[CH:4][CH:3]=1. The catalyst class is: 1.